Dataset: Forward reaction prediction with 1.9M reactions from USPTO patents (1976-2016). Task: Predict the product of the given reaction. Given the reactants Cl[C:2]1[C:7]([C:8]([OH:10])=[O:9])=[CH:6][CH:5]=[C:4]([C:11]2[CH:16]=[C:15]([O:17][CH2:18][CH:19]([CH3:21])[CH3:20])[CH:14]=[C:13]([F:22])[CH:12]=2)[N:3]=1.[C:23]1([CH:29]2[CH2:33][CH2:32][CH2:31][NH:30]2)[CH:28]=[CH:27][CH:26]=[CH:25][CH:24]=1.[F-].[Cs+].C([O-])([O-])=O.[K+].[K+].Cl, predict the reaction product. The product is: [F:22][C:13]1[CH:12]=[C:11]([C:4]2[N:3]=[C:2]([N:30]3[CH2:31][CH2:32][CH2:33][CH:29]3[C:23]3[CH:28]=[CH:27][CH:26]=[CH:25][CH:24]=3)[C:7]([C:8]([OH:10])=[O:9])=[CH:6][CH:5]=2)[CH:16]=[C:15]([O:17][CH2:18][CH:19]([CH3:21])[CH3:20])[CH:14]=1.